Task: Predict the product of the given reaction.. Dataset: Forward reaction prediction with 1.9M reactions from USPTO patents (1976-2016) (1) Given the reactants [CH3:1][O:2][C:3]1[CH:43]=[CH:42][C:6]([CH2:7][N:8]([CH2:33][C:34]2[CH:39]=[CH:38][C:37]([O:40][CH3:41])=[CH:36][CH:35]=2)[C:9]2[N:14]=[C:13]([CH3:15])[N:12]=[C:11]([C:16]3[CH:17]=[C:18]([C:23]([CH3:32])([CH3:31])[C:24]([O:26][C:27]([CH3:30])([CH3:29])[CH3:28])=[O:25])[CH:19]=[N:20][C:21]=3F)[N:10]=2)=[CH:5][CH:4]=1.[F:44][C:45]1[CH:46]=[C:47]([NH2:53])[CH:48]=[N:49][C:50]=1[O:51][CH3:52].C[Si]([N-][Si](C)(C)C)(C)C.[Na+], predict the reaction product. The product is: [CH3:1][O:2][C:3]1[CH:43]=[CH:42][C:6]([CH2:7][N:8]([CH2:33][C:34]2[CH:35]=[CH:36][C:37]([O:40][CH3:41])=[CH:38][CH:39]=2)[C:9]2[N:14]=[C:13]([CH3:15])[N:12]=[C:11]([C:16]3[CH:17]=[C:18]([C:23]([CH3:32])([CH3:31])[C:24]([O:26][C:27]([CH3:28])([CH3:30])[CH3:29])=[O:25])[CH:19]=[N:20][C:21]=3[NH:53][C:47]3[CH:48]=[N:49][C:50]([O:51][CH3:52])=[C:45]([F:44])[CH:46]=3)[N:10]=2)=[CH:5][CH:4]=1. (2) Given the reactants [CH3:1][C:2]1([CH3:25])[C:16]2[C:11](=[CH:12][CH:13]=[N:14][CH:15]=2)[N:10]2[C:17]3[C:7]([C:8]4[CH:21]=[C:20](B(O)O)[CH:19]=[CH:18][C:9]=42)=[CH:6][CH:5]=[CH:4][C:3]1=3.Br[C:27]1[CH:28]=[CH:29][C:30]2[N:31]([C:40]3[CH:45]=[CH:44][CH:43]=[CH:42][CH:41]=3)[C:32]3[C:37]([C:38]=2[CH:39]=1)=[CH:36][CH:35]=[CH:34][CH:33]=3.C(=O)([O-])[O-].[Na+].[Na+].C1(C)C=CC=CC=1P(C1C=CC=CC=1C)C1C=CC=CC=1C, predict the reaction product. The product is: [CH3:1][C:2]1([CH3:25])[C:16]2[C:11](=[CH:12][CH:13]=[N:14][CH:15]=2)[N:10]2[C:17]3[C:7]([C:8]4[CH:21]=[C:20]([C:35]5[CH:34]=[CH:33][C:32]6[N:31]([C:40]7[CH:45]=[CH:44][CH:43]=[CH:42][CH:41]=7)[C:30]7[C:38]([C:37]=6[CH:36]=5)=[CH:39][CH:27]=[CH:28][CH:29]=7)[CH:19]=[CH:18][C:9]=42)=[CH:6][CH:5]=[CH:4][C:3]1=3.